Dataset: Peptide-MHC class I binding affinity with 185,985 pairs from IEDB/IMGT. Task: Regression. Given a peptide amino acid sequence and an MHC pseudo amino acid sequence, predict their binding affinity value. This is MHC class I binding data. (1) The peptide sequence is QALSPRTLNAW. The MHC is HLA-A30:02 with pseudo-sequence HLA-A30:02. The binding affinity (normalized) is 0.164. (2) The peptide sequence is LVNHYFQTR. The MHC is Patr-A0401 with pseudo-sequence Patr-A0401. The binding affinity (normalized) is 0.212. (3) The peptide sequence is GLVDVCFWS. The MHC is HLA-A02:03 with pseudo-sequence HLA-A02:03. The binding affinity (normalized) is 0.355. (4) The peptide sequence is MAYGFFNNI. The MHC is HLA-A80:01 with pseudo-sequence HLA-A80:01. The binding affinity (normalized) is 0.0847. (5) The peptide sequence is ISPLMVAY. The MHC is Mamu-A01 with pseudo-sequence Mamu-A01. The binding affinity (normalized) is 0.420.